Dataset: Forward reaction prediction with 1.9M reactions from USPTO patents (1976-2016). Task: Predict the product of the given reaction. (1) Given the reactants [CH2:1]([C:4]1[CH:5]=[C:6](/[CH:9]=[CH:10]/[C:11]([O:13][CH2:14][CH3:15])=[O:12])[NH:7][CH:8]=1)[CH2:2][CH3:3].[H][H], predict the reaction product. The product is: [CH2:1]([C:4]1[CH:5]=[C:6]([CH2:9][CH2:10][C:11]([O:13][CH2:14][CH3:15])=[O:12])[NH:7][CH:8]=1)[CH2:2][CH3:3]. (2) Given the reactants C(OC(C1C=C(C2C=CC(F)=CC=2)N(C2C=CC=CC=2)C=1C)=O)C.[CH2:25]([O:27][C:28](=[O:40])[CH:29]([C:37](=O)[CH3:38])[CH2:30][C:31](=O)[C:32]([CH3:35])([CH3:34])[CH3:33])[CH3:26].[F:41][C:42]1[CH:48]=[CH:47][C:45]([NH2:46])=[CH:44][CH:43]=1, predict the reaction product. The product is: [CH2:25]([O:27][C:28]([C:29]1[CH:30]=[C:31]([C:32]([CH3:35])([CH3:34])[CH3:33])[N:46]([C:45]2[CH:47]=[CH:48][C:42]([F:41])=[CH:43][CH:44]=2)[C:37]=1[CH3:38])=[O:40])[CH3:26]. (3) Given the reactants Br[C:2]1[N:7]=[C:6]2[N:8]([Si:11]([CH:18]([CH3:20])[CH3:19])([CH:15]([CH3:17])[CH3:16])[CH:12]([CH3:14])[CH3:13])[CH:9]=[CH:10][C:5]2=[CH:4][CH:3]=1.[CH3:21][N:22]([CH3:26])[CH2:23][CH2:24][NH2:25].CC(C)([O-])C.[Na+].[Na+].[Cl-], predict the reaction product. The product is: [CH3:21][N:22]([CH3:26])[CH2:23][CH2:24][NH:25][C:2]1[N:7]=[C:6]2[N:8]([Si:11]([CH:18]([CH3:20])[CH3:19])([CH:15]([CH3:17])[CH3:16])[CH:12]([CH3:14])[CH3:13])[CH:9]=[CH:10][C:5]2=[CH:4][CH:3]=1. (4) Given the reactants [F:1][C:2]1[CH:7]=[CH:6][C:5]([CH2:8][C:9]([OH:11])=[O:10])=[CH:4][CH:3]=1.[N+:12]([O-])([OH:14])=[O:13], predict the reaction product. The product is: [F:1][C:2]1[CH:3]=[CH:4][C:5]([CH2:8][C:9]([OH:11])=[O:10])=[CH:6][C:7]=1[N+:12]([O-:14])=[O:13]. (5) The product is: [C:11]([O:10][CH:5]1[CH2:6][C:7]([CH3:9])([CH3:8])[N:2]([O:1][C:21](=[O:23])[CH3:22])[C:3]([CH3:20])([CH3:19])[CH2:4]1)(=[O:18])[C:12]1[CH:17]=[CH:16][CH:15]=[CH:14][CH:13]=1. Given the reactants [OH:1][N:2]1[C:7]([CH3:9])([CH3:8])[CH2:6][CH:5]([O:10][C:11](=[O:18])[C:12]2[CH:17]=[CH:16][CH:15]=[CH:14][CH:13]=2)[CH2:4][C:3]1([CH3:20])[CH3:19].[C:21](O)(=[O:23])[CH3:22], predict the reaction product. (6) Given the reactants [F:1][C:2]([F:51])([F:50])[C:3]1[CH:4]=[C:5]([C@H:13]2[O:17][C:16](=[O:18])[N:15]([CH2:19][C:20]3[CH:25]=[C:24]([C:26]([F:29])([F:28])[F:27])[CH:23]=[C:22]([I:30])[C:21]=3[C:31]3[CH:32]=[C:33]([C:38]4[CH:43]=[CH:42][C:41]([C:44]([O:46]C)=[O:45])=[CH:40][C:39]=4[CH3:48])[CH:34]=[CH:35][C:36]=3[Cl:37])[C@H:14]2[CH3:49])[CH:6]=[C:7]([C:9]([F:12])([F:11])[F:10])[CH:8]=1.O[Li].O.CCOC(C)=O.CCCCCC, predict the reaction product. The product is: [F:51][C:2]([F:1])([F:50])[C:3]1[CH:4]=[C:5]([C@H:13]2[O:17][C:16](=[O:18])[N:15]([CH2:19][C:20]3[CH:25]=[C:24]([C:26]([F:27])([F:28])[F:29])[CH:23]=[C:22]([I:30])[C:21]=3[C:31]3[CH:32]=[C:33]([C:38]4[CH:43]=[CH:42][C:41]([C:44]([OH:46])=[O:45])=[CH:40][C:39]=4[CH3:48])[CH:34]=[CH:35][C:36]=3[Cl:37])[C@H:14]2[CH3:49])[CH:6]=[C:7]([C:9]([F:12])([F:11])[F:10])[CH:8]=1. (7) The product is: [CH3:16][NH:18][C:19]([CH3:20])([C:21]([NH:23][C@H:24]([C:28]([N:30]([C@@H:32]([C@@H:67]([CH3:70])[CH2:68][CH3:69])[C@H:33]([O:65][CH3:66])[CH2:34][C:35]([N:37]1[CH2:41][CH2:40][CH2:39][C@H:38]1[C@H:42]([O:63][CH3:64])[C@@H:43]([CH3:62])[C:44]([NH:46][C@@H:47]([CH2:55][C:56]1[CH:61]=[CH:60][CH:59]=[CH:58][CH:57]=1)[C:48]([O:50][C:51]([CH3:53])([CH3:52])[CH3:54])=[O:49])=[O:45])=[O:36])[CH3:31])=[O:29])[CH:25]([CH3:26])[CH3:27])=[O:22])[CH3:71]. Given the reactants C1C2C(CO[C:16]([N:18](C)[C:19]([CH3:71])([C:21]([NH:23][C@H:24]([C:28]([N:30]([C@@H:32]([C@@H:67]([CH3:70])[CH2:68][CH3:69])[C@H:33]([O:65][CH3:66])[CH2:34][C:35]([N:37]3[CH2:41][CH2:40][CH2:39][C@H:38]3[C@H:42]([O:63][CH3:64])[C@@H:43]([CH3:62])[C:44]([NH:46][C@@H:47]([CH2:55][C:56]3[CH:61]=[CH:60][CH:59]=[CH:58][CH:57]=3)[C:48]([O:50][C:51]([CH3:54])([CH3:53])[CH3:52])=[O:49])=[O:45])=[O:36])[CH3:31])=[O:29])[CH:25]([CH3:27])[CH3:26])=[O:22])[CH3:20])=O)C3C(=CC=CC=3)C=2C=CC=1.C(NCC)C, predict the reaction product. (8) Given the reactants Br[C:2]1[CH:3]=[C:4]([O:24][CH3:25])[CH:5]=[C:6]2[C:11]=1[N:10]=[C:9]([C:12]([OH:14])=O)[CH:8]=[C:7]2[O:15][CH2:16][O:17][CH2:18][CH2:19][Si:20]([CH3:23])([CH3:22])[CH3:21].[N:26]1([C:32]2[CH:37]=[CH:36][C:35]([NH-:38])=[CH:34][CH:33]=2)[CH2:31][CH2:30][O:29][CH2:28][CH2:27]1.[CH3:39][N:40]1[CH2:46][CH2:45][CH2:44][NH:43][CH2:42][CH2:41]1.C1C=CC(P(C2C(C3C(P(C4C=CC=CC=4)C4C=CC=CC=4)=CC=C4C=3C=CC=C4)=C3C(C=CC=C3)=CC=2)C2C=CC=CC=2)=CC=1.C(=O)([O-])[O-].[Cs+].[Cs+], predict the reaction product. The product is: [N:26]1([C:32]2[CH:33]=[CH:34][C:35]([NH:38][C:12]([C:9]3[CH:8]=[C:7]([O:15][CH2:16][O:17][CH2:18][CH2:19][Si:20]([CH3:23])([CH3:22])[CH3:21])[C:6]4[C:11](=[C:2]([N:43]5[CH2:44][CH2:45][CH2:46][N:40]([CH3:39])[CH2:41][CH2:42]5)[CH:3]=[C:4]([O:24][CH3:25])[CH:5]=4)[N:10]=3)=[O:14])=[CH:36][CH:37]=2)[CH2:27][CH2:28][O:29][CH2:30][CH2:31]1. (9) Given the reactants [F:1][C:2]1[CH:7]=[CH:6][C:5]([O:8][CH3:9])=[CH:4][CH:3]=1.CC1(C)CCCC(C)(C)N1.[Li]CCCC.[C:25](=[O:27])=[O:26].Cl, predict the reaction product. The product is: [F:1][C:2]1[CH:7]=[CH:6][C:5]([O:8][CH3:9])=[CH:4][C:3]=1[C:25]([OH:27])=[O:26]. (10) Given the reactants [CH3:1]/[CH:2]=[C:3]1\[C@H:4]([CH2:25][C:26]([O:28][CH2:29][CH2:30][C:31]2[CH:32]=[CH:33][C:34]([OH:38])=[C:35]([OH:37])[CH:36]=2)=[O:27])[C:5]([C:21]([O:23][CH3:24])=[O:22])=[CH:6][O:7][C@H:8]\1[O:9][C@@H]1O[C@H](CO)[C@@H](O)[C@H](O)[C@H]1O.[C:39]([O-])(=[O:41])C.[Na+], predict the reaction product. The product is: [CH:32]1[C:31]([CH2:30][CH2:29][CH2:39][OH:41])=[CH:36][C:35]([OH:37])=[C:34]([OH:38])[CH:33]=1.[CH3:1]/[CH:2]=[C:3]1\[C@H:4]([CH2:25][C:26]([O:28][CH2:29][CH2:30][C:31]2[CH:32]=[CH:33][C:34]([OH:38])=[C:35]([OH:37])[CH:36]=2)=[O:27])[C:5]([C:21]([O:23][CH3:24])=[O:22])=[CH:6][O:7][C@H:8]\1[OH:9].